From a dataset of Catalyst prediction with 721,799 reactions and 888 catalyst types from USPTO. Predict which catalyst facilitates the given reaction. (1) Reactant: [NH2:1][C:2]1[CH:7]=[CH:6][C:5]([CH:8]=[CH:9][C:10]([O:12][CH2:13][CH3:14])=[O:11])=[CH:4][CH:3]=1. Product: [NH2:1][C:2]1[CH:3]=[CH:4][C:5]([CH2:8][CH2:9][C:10]([O:12][CH2:13][CH3:14])=[O:11])=[CH:6][CH:7]=1. The catalyst class is: 29. (2) Product: [Br:17][C:18]1[CH:19]=[C:20]([N:24]2[CH:28]=[CH:27][C:26]([O:29][CH2:2][C:3]3[C:8]([CH3:9])=[CH:7][CH:6]=[CH:5][C:4]=3[N:10]3[C:14](=[O:15])[N:13]([CH3:16])[N:12]=[N:11]3)=[N:25]2)[CH:21]=[CH:22][CH:23]=1. The catalyst class is: 6. Reactant: Br[CH2:2][C:3]1[C:8]([CH3:9])=[CH:7][CH:6]=[CH:5][C:4]=1[N:10]1[C:14](=[O:15])[N:13]([CH3:16])[N:12]=[N:11]1.[Br:17][C:18]1[CH:19]=[C:20]([N:24]2[CH:28]=[CH:27][C:26]([OH:29])=[N:25]2)[CH:21]=[CH:22][CH:23]=1.C(=O)([O-])[O-].[K+].[K+].C(#N)C. (3) Reactant: [CH2:1]([N:8]1[CH:16]=[C:15]2[C:10]([CH:11]=[C:12]([C:17]3[CH:18]=[C:19]([CH:27]4[CH2:31][CH2:30][NH:29][CH2:28]4)[N:20]4[C:25]=3[C:24]([NH2:26])=[N:23][CH:22]=[N:21]4)[CH:13]=[CH:14]2)=[N:9]1)[C:2]1[CH:7]=[CH:6][CH:5]=[CH:4][CH:3]=1.Br[CH2:33][CH2:34][O:35][CH3:36].[I-].[K+]. Product: [CH2:1]([N:8]1[CH:16]=[C:15]2[C:10]([CH:11]=[C:12]([C:17]3[CH:18]=[C:19]([CH:27]4[CH2:31][CH2:30][N:29]([CH2:33][CH2:34][O:35][CH3:36])[CH2:28]4)[N:20]4[C:25]=3[C:24]([NH2:26])=[N:23][CH:22]=[N:21]4)[CH:13]=[CH:14]2)=[N:9]1)[C:2]1[CH:3]=[CH:4][CH:5]=[CH:6][CH:7]=1. The catalyst class is: 338. (4) Reactant: O[C@H:2]([C:6]1[CH:15]=[CH:14][C:9]([C:10]([O:12][CH3:13])=[O:11])=[CH:8][CH:7]=1)[CH2:3][CH2:4][CH3:5].C([N:18](CC)CC)C.CS(Cl)(=O)=O.N([Si](C)(C)C)=[N+]=[N-].[F-].C([N+](CCCC)(CCCC)CCCC)CCC.C([O-])=O.[NH4+]. Product: [NH2:18][C@@H:2]([C:6]1[CH:15]=[CH:14][C:9]([C:10]([O:12][CH3:13])=[O:11])=[CH:8][CH:7]=1)[CH2:3][CH2:4][CH3:5]. The catalyst class is: 772. (5) Reactant: [NH2:1][C:2]1[N:7]=[C:6]([NH:8][C@@H:9]([CH2:13][CH2:14][CH2:15][CH3:16])[CH2:10][CH2:11][OH:12])[C:5]([CH2:17][CH2:18][CH2:19][NH2:20])=[C:4]([CH3:21])[N:3]=1.[CH3:22][O:23][C:24](=[O:34])[CH2:25][C:26]1[CH:31]=[CH:30][C:29]([CH:32]=O)=[CH:28][CH:27]=1.C(O)(=O)C.C(O[BH-](OC(=O)C)OC(=O)C)(=O)C.[Na+]. Product: [NH2:1][C:2]1[N:7]=[C:6]([NH:8][C@@H:9]([CH2:13][CH2:14][CH2:15][CH3:16])[CH2:10][CH2:11][OH:12])[C:5]([CH2:17][CH2:18][CH2:19][NH:20][CH2:32][C:29]2[CH:28]=[CH:27][C:26]([CH2:25][C:24]([O:23][CH3:22])=[O:34])=[CH:31][CH:30]=2)=[C:4]([CH3:21])[N:3]=1. The catalyst class is: 1. (6) Reactant: [Cl:1][C:2]1[CH:7]=[CH:6][C:5]([C@H:8]([C@@H:12]([CH3:17])[C:13]([F:16])([F:15])[F:14])[C:9]([OH:11])=O)=[CH:4][CH:3]=1.ClC(N(C)C)=C(C)C.N1C=CC=CC=1.[NH2:32][C:33]1[CH:34]=[C:35]([CH2:40][C:41]([CH3:50])([CH3:49])[C:42]([O:44][C:45]([CH3:48])([CH3:47])[CH3:46])=[O:43])[CH:36]=[CH:37][C:38]=1[Cl:39]. Product: [Cl:39][C:38]1[CH:37]=[CH:36][C:35]([CH2:40][C:41]([CH3:50])([CH3:49])[C:42]([O:44][C:45]([CH3:47])([CH3:46])[CH3:48])=[O:43])=[CH:34][C:33]=1[NH:32][C:9](=[O:11])[C@H:8]([C:5]1[CH:4]=[CH:3][C:2]([Cl:1])=[CH:7][CH:6]=1)[C@@H:12]([CH3:17])[C:13]([F:16])([F:15])[F:14]. The catalyst class is: 4.